This data is from Full USPTO retrosynthesis dataset with 1.9M reactions from patents (1976-2016). The task is: Predict the reactants needed to synthesize the given product. (1) Given the product [Br:3][C:4]1[CH:5]=[CH:6][C:7]([O:20][CH2:15][C:16]([CH3:19])([CH3:18])[CH3:17])=[C:8]([C:10]([F:13])([F:12])[F:11])[CH:9]=1, predict the reactants needed to synthesize it. The reactants are: [H-].[Na+].[Br:3][C:4]1[CH:5]=[CH:6][C:7](Cl)=[C:8]([C:10]([F:13])([F:12])[F:11])[CH:9]=1.[CH2:15]([OH:20])[C:16]([CH3:19])([CH3:18])[CH3:17]. (2) The reactants are: [Cl:1][C:2]1[N:7]=[C:6](Cl)[CH:5]=[CH:4][N:3]=1.O1CCOCC1.[OH:15][C:16]1[C:21]([CH3:22])=[CH:20][CH:19]=[CH:18][C:17]=1B(O)O.C(=O)([O-])[O-].[Na+].[Na+]. Given the product [Cl:1][C:2]1[N:7]=[C:6]([C:17]2[CH:18]=[CH:19][CH:20]=[C:21]([CH3:22])[C:16]=2[OH:15])[CH:5]=[CH:4][N:3]=1, predict the reactants needed to synthesize it. (3) Given the product [OH:5][CH2:6][C:2]([CH3:31])([CH3:1])[CH:3]([S:8][CH2:9][C:10]1[N:11]=[C:12]2[CH:17]=[CH:16][CH:15]=[CH:14][N:13]2[C:18]=1[C:19]#[C:20][C:21]1[CH:26]=[CH:25][CH:24]=[C:23]([C:27]([F:28])([F:29])[F:30])[CH:22]=1)[C:4]([OH:7])=[O:32], predict the reactants needed to synthesize it. The reactants are: [CH3:1][C:2]1([CH3:31])[CH2:6][O:5][C:4](=[O:7])[CH:3]1[S:8][CH2:9][C:10]1[N:11]=[C:12]2[CH:17]=[CH:16][CH:15]=[CH:14][N:13]2[C:18]=1[C:19]#[C:20][C:21]1[CH:26]=[CH:25][CH:24]=[C:23]([C:27]([F:30])([F:29])[F:28])[CH:22]=1.[O:32]1CCCC1.[OH-].[Na+].C(O)(=O)C. (4) Given the product [Cl:1][C:2]1[C:7]([N+:10]([O-:12])=[O:11])=[CH:6][N:5]=[C:4]([NH2:8])[C:3]=1[I:9], predict the reactants needed to synthesize it. The reactants are: [Cl:1][C:2]1[CH:7]=[CH:6][N:5]=[C:4]([NH2:8])[C:3]=1[I:9].[N+:10]([O-])([O-:12])=[O:11].[K+]. (5) The reactants are: [O:1]=[C:2]1[C:11]2[C:6](=[N:7][CH:8]=[CH:9][CH:10]=2)[O:5][C:4]([C:12]2[CH:13]=[C:14]([CH:19]=[CH:20][CH:21]=2)[C:15]([O:17][CH3:18])=[O:16])=[CH:3]1.[BH4-].[Na+].[Cr](Cl)([O-])(=O)=O.[NH+]1C=CC=CC=1. Given the product [O:1]=[C:2]1[C:11]2[C:6](=[N:7][CH:8]=[CH:9][CH:10]=2)[O:5][CH:4]([C:12]2[CH:13]=[C:14]([CH:19]=[CH:20][CH:21]=2)[C:15]([O:17][CH3:18])=[O:16])[CH2:3]1, predict the reactants needed to synthesize it. (6) Given the product [O:32]=[C:12]1[N:13]([C:15]2[S:16][C:17]3[CH2:23][CH2:22][NH:21][CH2:20][CH2:19][C:18]=3[N:31]=2)[CH2:14][C@H:10]([NH:9][C:7]([C:5]2[S:6][C:2]([Br:1])=[CH:3][CH:4]=2)=[O:8])[CH2:11]1, predict the reactants needed to synthesize it. The reactants are: [Br:1][C:2]1[S:6][C:5]([C:7]([NH:9][C@H:10]2[CH2:14][N:13]([C:15]3[S:16][C:17]4[CH2:23][CH2:22][N:21](C(OC(C)(C)C)=O)[CH2:20][CH2:19][C:18]=4[N:31]=3)[C:12](=[O:32])[CH2:11]2)=[O:8])=[CH:4][CH:3]=1.BrBr.